This data is from Full USPTO retrosynthesis dataset with 1.9M reactions from patents (1976-2016). The task is: Predict the reactants needed to synthesize the given product. The reactants are: [C:1]1([CH:7]2SCCCS2)[CH:6]=[CH:5][CH:4]=[CH:3][CH:2]=1.[Li+].CC[CH2:16][CH2-:17].[CH3:18][O:19][C:20]1[CH:21]=[C:22]([CH:25]=[C:26]([O:28][CH3:29])[CH:27]=1)[CH:23]=[O:24].ClC(OCC)=[O:32].[C:36]([O-:39])([O-:38])=[O:37].[K+].[K+]. Given the product [C:36](=[O:39])([O:38][CH2:16][CH3:17])[O:37][C:6]1[CH:5]=[CH:4][CH:3]=[CH:2][C:1]=1[C:7]([CH:23]([C:22]1[CH:25]=[C:26]([O:28][CH3:29])[CH:27]=[C:20]([O:19][CH3:18])[CH:21]=1)[OH:24])=[O:32], predict the reactants needed to synthesize it.